Dataset: Reaction yield outcomes from USPTO patents with 853,638 reactions. Task: Predict the reaction yield, written as a fraction of the theoretical maximum amount of product (1.0 means a 100% yield; for example, 0.34 means a 34% yield). (1) The reactants are [CH2:1]([O:8][C:9]1[CH:10]=[CH:11][C:12]2[N:13]([N:16]=[CH:17][C:18]=2[C:19]([O:21][CH3:22])=[O:20])[C:14]=1Br)[C:2]1[CH:7]=[CH:6][CH:5]=[CH:4][CH:3]=1.[CH3:23]B1OB(C)OB(C)O1.P(=O)(O)(O)O.[K]. The catalyst is [Pd].CC(C1C=C(C(C)C)C(C2C=CC=CC=2P(C2CCCCC2)C2CCCCC2)=C(C(C)C)C=1)C.C1COCC1. The product is [CH2:1]([O:8][C:9]1[CH:10]=[CH:11][C:12]2[N:13]([N:16]=[CH:17][C:18]=2[C:19]([O:21][CH3:22])=[O:20])[C:14]=1[CH3:23])[C:2]1[CH:7]=[CH:6][CH:5]=[CH:4][CH:3]=1. The yield is 0.580. (2) The reactants are [OH:1][C:2]1[N:7]([C:8]2[CH:13]=[CH:12][CH:11]=[C:10]([C:14]([F:17])([F:16])[F:15])[CH:9]=2)[N:6]=[C:5]([C:18]2[N:22]([C:23]3[CH:28]=[CH:27][CH:26]=[CH:25][CH:24]=3)[N:21]=[CH:20][CH:19]=2)[C:4](=[O:29])[CH:3]=1.[CH3:30][Si](C=[N+]=[N-])(C)C. The catalyst is CO. The product is [CH3:30][O:1][C:2]1[N:7]([C:8]2[CH:13]=[CH:12][CH:11]=[C:10]([C:14]([F:15])([F:17])[F:16])[CH:9]=2)[N:6]=[C:5]([C:18]2[N:22]([C:23]3[CH:24]=[CH:25][CH:26]=[CH:27][CH:28]=3)[N:21]=[CH:20][CH:19]=2)[C:4](=[O:29])[CH:3]=1. The yield is 0.100.